This data is from Forward reaction prediction with 1.9M reactions from USPTO patents (1976-2016). The task is: Predict the product of the given reaction. (1) Given the reactants [C:1](#[N:8])[C:2]1[CH:7]=[CH:6][CH:5]=[CH:4][CH:3]=1.[Br:9][C:10]1[CH:11]=[C:12]([CH:16]=[CH:17][CH:18]=1)[CH2:13][Mg]Br.[H-].[Al+3].[Li+].[H-].[H-].[H-], predict the reaction product. The product is: [Br:9][C:10]1[CH:11]=[C:12]([CH2:13][CH:1]([NH2:8])[C:2]2[CH:7]=[CH:6][CH:5]=[CH:4][CH:3]=2)[CH:16]=[CH:17][CH:18]=1. (2) Given the reactants [NH2:1][C:2]1[N:7]([CH3:8])[C:6](=[O:9])[CH2:5][C:4]([C:11]2[CH:16]=[CH:15][CH:14]=[C:13](Br)[CH:12]=2)([CH3:10])[N:3]=1.[CH3:18][S:19]([O:22][C:23]1[CH:28]=[C:27](B2OC(C)(C)C(C)(C)O2)[CH:26]=[C:25]([O:38][CH3:39])[CH:24]=1)(=[O:21])=[O:20].C(=O)([O-])[O-].[Cs+].[Cs+].O, predict the reaction product. The product is: [CH3:18][S:19]([O:22][C:23]1[CH:28]=[C:27]([C:13]2[CH:14]=[CH:15][CH:16]=[C:11]([C:4]3([CH3:10])[CH2:5][C:6](=[O:9])[N:7]([CH3:8])[C:2]([NH2:1])=[N:3]3)[CH:12]=2)[CH:26]=[C:25]([O:38][CH3:39])[CH:24]=1)(=[O:21])=[O:20]. (3) Given the reactants [Cl:1][C:2]1[CH:3]=[C:4]([CH:10]=[CH:11][CH:12]=1)[CH:5]=[CH:6][C:7]([OH:9])=O.C(Cl)(=O)C(Cl)=O.[CH3:19][N:20]([CH3:36])[CH:21]1[CH2:25][CH2:24][N:23]([C:26]2[S:27][C:28]3[CH:34]=[C:33]([NH2:35])[CH:32]=[CH:31][C:29]=3[N:30]=2)[CH2:22]1, predict the reaction product. The product is: [Cl:1][C:2]1[CH:3]=[C:4]([CH:5]=[CH:6][C:7]([NH:35][C:33]2[CH:32]=[CH:31][C:29]3[N:30]=[C:26]([N:23]4[CH2:24][CH2:25][CH:21]([N:20]([CH3:36])[CH3:19])[CH2:22]4)[S:27][C:28]=3[CH:34]=2)=[O:9])[CH:10]=[CH:11][CH:12]=1. (4) The product is: [Cl:18][C:16]1[CH:15]=[CH:14][C:13]([O:19][CH3:20])=[C:12]([C:5]2[N:4]([CH2:3][C:2]([NH2:1])=[O:21])[C:27](=[S:28])[NH:26][C:7](=[O:9])[CH:6]=2)[CH:17]=1. Given the reactants [NH2:1][C:2](=[O:21])[CH2:3][NH:4]/[C:5](/[C:12]1[CH:17]=[C:16]([Cl:18])[CH:15]=[CH:14][C:13]=1[O:19][CH3:20])=[CH:6]\[C:7]([O:9]CC)=O.C[Si]([N:26]=[C:27]=[S:28])(C)C, predict the reaction product. (5) Given the reactants [N:1]([C:4]1[C:5]([CH:16]=[O:17])=[CH:6][N:7]([CH2:11][C:12]([F:15])([F:14])[F:13])[C:8](=[O:10])[CH:9]=1)=[N+]=[N-].C12(CS(O)(=O)=O)C(C)(C)C(CC1)CC2=O.C(=O)([O-])O.[Na+].O, predict the reaction product. The product is: [NH2:1][C:4]1[C:5]([CH:16]=[O:17])=[CH:6][N:7]([CH2:11][C:12]([F:15])([F:13])[F:14])[C:8](=[O:10])[CH:9]=1.